From a dataset of Reaction yield outcomes from USPTO patents with 853,638 reactions. Predict the reaction yield, written as a fraction of the theoretical maximum amount of product (1.0 means a 100% yield; for example, 0.34 means a 34% yield). (1) The reactants are [C:1]([N:5]1[C:9]([Cl:10])=[C:8]([C:11]([OH:13])=O)[CH:7]=[N:6]1)([CH3:4])([CH3:3])[CH3:2].CCN(C(C)C)C(C)C.[B-](F)(F)(F)F.CN(C(ON1C(=O)CCC1=O)=[N+](C)C)C.Cl.[NH2:44][CH:45]1[CH:52]2[CH2:53][CH:48]3[CH2:49][CH:50]([CH2:54][CH:46]1[CH2:47]3)[CH2:51]2. The catalyst is ClCCl.CN(C=O)C.O. The product is [CH:46]12[CH2:54][CH:50]3[CH2:49][CH:48]([CH2:53][CH:52]([CH2:51]3)[CH:45]1[NH:44][C:11]([C:8]1[CH:7]=[N:6][N:5]([C:1]([CH3:2])([CH3:3])[CH3:4])[C:9]=1[Cl:10])=[O:13])[CH2:47]2. The yield is 0.830. (2) The reactants are [O:1]=[C:2]1[CH2:10][C:9]2[C:4](=[CH:5][CH:6]=[C:7]([C:11]([OH:13])=O)[CH:8]=2)[NH:3]1.[C:14](N1C=CN=C1)([N:16]1C=CN=[CH:17]1)=O.CNC. The catalyst is CN(C)C=O. The product is [CH3:14][N:16]([CH3:17])[C:11]([C:7]1[CH:8]=[C:9]2[C:4](=[CH:5][CH:6]=1)[NH:3][C:2](=[O:1])[CH2:10]2)=[O:13]. The yield is 0.440. (3) The yield is 0.730. The catalyst is ClCCl.O.C1C=CC([P]([Pd]([P](C2C=CC=CC=2)(C2C=CC=CC=2)C2C=CC=CC=2)([P](C2C=CC=CC=2)(C2C=CC=CC=2)C2C=CC=CC=2)[P](C2C=CC=CC=2)(C2C=CC=CC=2)C2C=CC=CC=2)(C2C=CC=CC=2)C2C=CC=CC=2)=CC=1. The product is [F:50][C:47]([F:48])([F:49])[O:46][C:43]1[CH:42]=[CH:41][C:40]([N:37]2[CH:38]=[N:39][C:35]([C:9]3[CH:10]=[CH:11][C:12]([NH:15][C:16](=[O:32])[O:17][C@@H:18]4[C@@H:23]([O:24][CH3:25])[C@@H:22]([O:26][CH2:27][CH3:28])[C@H:21]([O:29][CH3:30])[C@@H:20]([CH3:31])[O:19]4)=[CH:13][CH:14]=3)=[N:36]2)=[CH:45][CH:44]=1. The reactants are CC1(C)C(C)(C)OB([C:9]2[CH:14]=[CH:13][C:12]([NH:15][C:16](=[O:32])[O:17][C@@H:18]3[C@@H:23]([O:24][CH3:25])[C@@H:22]([O:26][CH2:27][CH3:28])[C@H:21]([O:29][CH3:30])[C@@H:20]([CH3:31])[O:19]3)=[CH:11][CH:10]=2)O1.Br[C:35]1[N:39]=[CH:38][N:37]([C:40]2[CH:45]=[CH:44][C:43]([O:46][C:47]([F:50])([F:49])[F:48])=[CH:42][CH:41]=2)[N:36]=1.C([O-])([O-])=O.[Na+].[Na+].COCCOC. (4) The catalyst is CC#N.O. The reactants are [C:1](O)(=O)C.N[C:6]1[CH:11]=[C:10]([Cl:12])[CH:9]=[CH:8][N:7]=1.C=O.[BH3-][C:16]#[N:17].[Na+].[OH-].[Na+]. The yield is 0.560. The product is [Cl:12][C:10]1[CH:9]=[CH:8][N:7]=[C:6]([N:17]([CH3:16])[CH3:1])[CH:11]=1. (5) The reactants are [CH3:1][O:2][C:3]1[CH:4]=[C:5]2[C:10](=[CH:11][C:12]=1[O:13][CH3:14])[N:9]=[CH:8][CH:7]=[C:6]2[O:15][C:16]1[CH:21]=[CH:20][C:19]([OH:22])=[CH:18][CH:17]=1.[H-].[Na+].COC1C=C2C(=CC=1OC)N=[CH:32][CH:31]=[C:30]2[O:39][C:40]1[CH:45]=[CH:44][C:43](NC(NC2CCNCC2)=O)=[CH:42][CH:41]=1.[C:56](=O)([O-])O.[Na+]. The catalyst is CN(C)C=O. The product is [CH3:1][O:2][C:3]1[CH:4]=[C:5]2[C:10](=[CH:11][C:12]=1[O:13][CH3:14])[N:9]=[CH:8][CH:7]=[C:6]2[O:15][C:16]1[CH:17]=[CH:18][C:19]([O:22][CH2:32][CH2:31][CH2:30][O:39][C:40]2[CH:41]=[CH:42][C:43]([CH3:56])=[CH:44][CH:45]=2)=[CH:20][CH:21]=1. The yield is 0.950. (6) The reactants are [F:1][C:2]([F:15])([F:14])[C:3]1[N:8]=[C:7]([C:9]([OH:11])=[O:10])[CH:6]=[C:5]([CH:12]=C)[CH:4]=1.I([O-])(=O)(=O)=[O:17].[Na+].S([O-])([O-])(=O)=S.[Na+].[Na+].Cl. The catalyst is O1CCOCC1.O.[Os](=O)(=O)(=O)=O. The product is [CH:12]([C:5]1[CH:4]=[C:3]([C:2]([F:15])([F:14])[F:1])[N:8]=[C:7]([C:9]([OH:11])=[O:10])[CH:6]=1)=[O:17]. The yield is 0.200. (7) The reactants are [F:1][C:2]1[CH:3]=[N:4][C:5]([C@@H:8]([NH:10][C:11](=[O:13])C)[CH3:9])=[N:6][CH:7]=1.[CH3:14][C:15]([O:18]C(OC([O:18][C:15]([CH3:17])([CH3:16])[CH3:14])=O)=O)([CH3:17])[CH3:16].O.[OH-].[Li+].O. The catalyst is CN(C1C=CN=CC=1)C.C1COCC1.CCOCC. The product is [F:1][C:2]1[CH:3]=[N:4][C:5]([C@@H:8]([NH:10][C:11](=[O:13])[O:18][C:15]([CH3:17])([CH3:16])[CH3:14])[CH3:9])=[N:6][CH:7]=1. The yield is 0.800.